This data is from Full USPTO retrosynthesis dataset with 1.9M reactions from patents (1976-2016). The task is: Predict the reactants needed to synthesize the given product. (1) Given the product [CH2:14]([N:16]([CH2:20][CH3:21])[CH2:17][CH2:18][O:9][C:8]1[CH:10]=[CH:11][C:5]([N+:2]([O-:4])=[O:3])=[CH:6][CH:7]=1)[CH3:15], predict the reactants needed to synthesize it. The reactants are: O.[N+:2]([C:5]1[CH:11]=[CH:10][C:8]([O-:9])=[CH:7][CH:6]=1)([O-:4])=[O:3].[Na+].Cl.[CH2:14]([N:16]([CH2:20][CH3:21])[CH2:17][CH2:18]Cl)[CH3:15].C(=O)([O-])[O-].[K+].[K+]. (2) Given the product [Cl:11][C:12]1[CH:13]=[CH:14][C:15]([CH2:16][NH:17][C:18]([C:20]2[C:21](=[O:31])[C:22]3[CH:28]=[C:27]([CH2:29][OH:30])[S:26][C:23]=3[N:24]([CH2:8][CH2:9][CH3:10])[CH:25]=2)=[O:19])=[CH:32][CH:33]=1, predict the reactants needed to synthesize it. The reactants are: C(=O)([O-])[O-].[K+].[K+].I[CH2:8][CH2:9][CH3:10].[Cl:11][C:12]1[CH:33]=[CH:32][C:15]([CH2:16][NH:17][C:18]([C:20]2[C:21]([OH:31])=[C:22]3[CH:28]=[C:27]([CH2:29][OH:30])[S:26][C:23]3=[N:24][CH:25]=2)=[O:19])=[CH:14][CH:13]=1.